Dataset: Forward reaction prediction with 1.9M reactions from USPTO patents (1976-2016). Task: Predict the product of the given reaction. (1) Given the reactants [Cl:1][C:2]1[CH:7]=[CH:6][CH:5]=[CH:4][C:3]=1[S:8]([NH:11][C:12]1[CH:13]=[C:14]([NH:20][C:21](=[O:33])[C@@H:22]([N:24]([CH3:32])[C:25](=[O:31])[O:26][C:27]([CH3:30])([CH3:29])[CH3:28])[CH3:23])[CH:15]=[CH:16][C:17]=1[O:18][CH3:19])(=[O:10])=[O:9].B(O)O.[C:37](=[O:40])([O-])[O-].[Na+].[Na+].O, predict the reaction product. The product is: [Cl:1][C:2]1[CH:7]=[C:6]([C:2]2[CH:7]=[CH:6][CH:5]=[C:4]([O:40][CH3:37])[CH:3]=2)[CH:5]=[CH:4][C:3]=1[S:8]([NH:11][C:12]1[CH:13]=[C:14]([NH:20][C:21](=[O:33])[C@@H:22]([N:24]([CH3:32])[C:25](=[O:31])[O:26][C:27]([CH3:29])([CH3:28])[CH3:30])[CH3:23])[CH:15]=[CH:16][C:17]=1[O:18][CH3:19])(=[O:9])=[O:10]. (2) The product is: [CH2:21]([O:1][C:2]1[C:14](=[O:15])[N:6]2[CH2:7][CH2:8][O:9][CH2:10][C:11]([CH3:13])([CH3:12])[C:5]2=[N:4][C:3]=1[C:16]([O:18][CH2:19][CH3:20])=[O:17])[C:22]1[CH:27]=[CH:26][CH:25]=[CH:24][CH:23]=1. Given the reactants [OH:1][C:2]1[C:14](=[O:15])[N:6]2[CH2:7][CH2:8][O:9][CH2:10][C:11]([CH3:13])([CH3:12])[C:5]2=[N:4][C:3]=1[C:16]([O:18][CH2:19][CH3:20])=[O:17].[CH2:21](Br)[C:22]1[CH:27]=[CH:26][CH:25]=[CH:24][CH:23]=1.C([O-])([O-])=O.[K+].[K+], predict the reaction product. (3) Given the reactants [CH3:1][NH:2][C:3]1[C:4]2[CH:15]=[C:14]([C:16]([F:19])([F:18])[F:17])[CH:13]=[CH:12][C:5]=2[S:6][C:7]=1[C:8]([O:10]C)=[O:9].O.[OH-].[Li+].O, predict the reaction product. The product is: [CH3:1][NH:2][C:3]1[C:4]2[CH:15]=[C:14]([C:16]([F:19])([F:17])[F:18])[CH:13]=[CH:12][C:5]=2[S:6][C:7]=1[C:8]([OH:10])=[O:9]. (4) Given the reactants [F:1][C:2]1[CH:10]=[C:9]([N:11]2[C:15]3[CH2:16][CH2:17][O:18][CH2:19][C:14]=3[C:13]([C:20]([F:23])([F:22])[F:21])=[N:12]2)[CH:8]=[CH:7][C:3]=1[C:4]([OH:6])=O.Cl.[F:25][C:26]1([F:30])[CH2:29][NH:28][CH2:27]1.C(N(CC)C(C)C)(C)C.CN(C(ON1N=NC2C=CC=NC1=2)=[N+](C)C)C.F[P-](F)(F)(F)(F)F, predict the reaction product. The product is: [F:25][C:26]1([F:30])[CH2:29][N:28]([C:4]([C:3]2[CH:7]=[CH:8][C:9]([N:11]3[C:15]4[CH2:16][CH2:17][O:18][CH2:19][C:14]=4[C:13]([C:20]([F:21])([F:22])[F:23])=[N:12]3)=[CH:10][C:2]=2[F:1])=[O:6])[CH2:27]1.